This data is from CYP2C9 inhibition data for predicting drug metabolism from PubChem BioAssay. The task is: Regression/Classification. Given a drug SMILES string, predict its absorption, distribution, metabolism, or excretion properties. Task type varies by dataset: regression for continuous measurements (e.g., permeability, clearance, half-life) or binary classification for categorical outcomes (e.g., BBB penetration, CYP inhibition). Dataset: cyp2c9_veith. The compound is COc1ccc(-c2nc3cnc(N(C)C)nc3n(C3CC3)c2=O)cc1. The result is 0 (non-inhibitor).